From a dataset of Reaction yield outcomes from USPTO patents with 853,638 reactions. Predict the reaction yield, written as a fraction of the theoretical maximum amount of product (1.0 means a 100% yield; for example, 0.34 means a 34% yield). (1) The reactants are [NH2:1][NH2:2].[Cl:3][C:4]1[CH:5]=[C:6]([CH:10]2[C:16]3[CH:17]=[C:18]([C:21]([C:29]4[CH:34]=[CH:33][C:32]([Cl:35])=[CH:31][CH:30]=4)([OH:28])[C:22]4[N:26]([CH3:27])[CH:25]=[N:24][CH:23]=4)[CH:19]=[CH:20][C:15]=3[NH:14][C:13](=S)[CH2:12][S:11]2)[CH:7]=[CH:8][CH:9]=1.[Na+].[Cl-]. The catalyst is C1COCC1. The product is [Cl:3][C:4]1[CH:5]=[C:6]([CH:10]2[C:16]3[CH:17]=[C:18]([C:21]([C:29]4[CH:30]=[CH:31][C:32]([Cl:35])=[CH:33][CH:34]=4)([C:22]4[N:26]([CH3:27])[CH:25]=[N:24][CH:23]=4)[OH:28])[CH:19]=[CH:20][C:15]=3[N:14]=[C:13]([NH:1][NH2:2])[CH2:12][S:11]2)[CH:7]=[CH:8][CH:9]=1. The yield is 0.964. (2) The reactants are [CH2:1]([O:3][C:4]([CH:6]1[CH2:10][CH2:9][S:8](=[O:12])(=[O:11])[NH:7]1)=[O:5])[CH3:2].C(=O)([O-])[O-].[K+].[K+].I[CH2:20][C:21]1[N:22]=[C:23]([CH2:26][O:27][C:28]2[CH:33]=[CH:32][C:31]([C:34]3[CH:39]=[C:38]([F:40])[C:37]([F:41])=[CH:36][C:35]=3[F:42])=[CH:30][CH:29]=2)[S:24][CH:25]=1. The catalyst is CN(C=O)C.O.Cl. The product is [CH2:1]([O:3][C:4]([CH:6]1[CH2:10][CH2:9][S:8](=[O:11])(=[O:12])[N:7]1[CH2:20][C:21]1[N:22]=[C:23]([CH2:26][O:27][C:28]2[CH:33]=[CH:32][C:31]([C:34]3[CH:39]=[C:38]([F:40])[C:37]([F:41])=[CH:36][C:35]=3[F:42])=[CH:30][CH:29]=2)[S:24][CH:25]=1)=[O:5])[CH3:2]. The yield is 0.733. (3) The reactants are C(OC([NH:8][CH2:9][C@H:10]([N:12]1[C:16]([C:17](OCC)=[O:18])=[CH:15][C:14]([CH2:22][O:23][C:24]2[CH:29]=[CH:28][CH:27]=[CH:26][CH:25]=2)=[N:13]1)[CH3:11])=O)(C)(C)C.Cl.C([O-])(O)=O.[Na+]. The catalyst is O1CCOCC1.C(Cl)Cl. The product is [CH3:11][C@H:10]1[N:12]2[N:13]=[C:14]([CH2:22][O:23][C:24]3[CH:29]=[CH:28][CH:27]=[CH:26][CH:25]=3)[CH:15]=[C:16]2[C:17](=[O:18])[NH:8][CH2:9]1. The yield is 0.830. (4) The reactants are Br[C:2]1[CH:3]=[C:4]([CH:29]=[CH:30][CH:31]=1)[C:5]([NH:7][CH:8]([C:10]1[N:15]=[N:14][C:13]([NH:16][C:17]2[CH:22]=[C:21]([O:23][CH3:24])[C:20]([O:25][CH3:26])=[C:19]([O:27][CH3:28])[CH:18]=2)=[N:12][CH:11]=1)[CH3:9])=[O:6].NC(C1N=NC(NC2C=C(OC)C(OC)=C(OC)C=2)=NC=1)C.[C:54]([C:56]1[CH:61]=[CH:60][CH:59]=[CH:58][C:57]=1[S:62]C1C=CC=CC=1C(O)=O)#[N:55].C(N(C(C)C)CC)(C)C.F[P-](F)(F)(F)(F)F.N1(OC(N(C)C)=[N+](C)C)C2N=CC=CC=2N=N1. The catalyst is CN(C)C=O. The product is [C:54]([C:56]1[CH:61]=[CH:60][CH:59]=[CH:58][C:57]=1[S:62][C:29]1[CH:30]=[CH:31][CH:2]=[CH:3][C:4]=1[C:5]([NH:7][CH:8]([C:10]1[N:15]=[N:14][C:13]([NH:16][C:17]2[CH:22]=[C:21]([O:23][CH3:24])[C:20]([O:25][CH3:26])=[C:19]([O:27][CH3:28])[CH:18]=2)=[N:12][CH:11]=1)[CH3:9])=[O:6])#[N:55]. The yield is 0.800.